Dataset: Retrosynthesis with 50K atom-mapped reactions and 10 reaction types from USPTO. Task: Predict the reactants needed to synthesize the given product. (1) Given the product CCNS(=O)(=O)c1cccc(NC(=O)c2cnn3c(C(F)(F)F)cc(-c4ccc(C(F)(F)F)c(OCC)c4)nc23)c1, predict the reactants needed to synthesize it. The reactants are: CCNS(=O)(=O)c1cccc(N)c1.CCOc1cc(-c2cc(C(F)(F)F)n3ncc(C(=O)O)c3n2)ccc1C(F)(F)F. (2) Given the product O=C(O)C(=NOCc1cccnc1)c1csc(NC(c2ccccc2)(c2ccccc2)c2ccccc2)n1, predict the reactants needed to synthesize it. The reactants are: CCOC(=O)C(=NOCc1cccnc1)c1csc(NC(c2ccccc2)(c2ccccc2)c2ccccc2)n1. (3) Given the product NCc1ccc(Cl)cc1OCCN1CCCC1, predict the reactants needed to synthesize it. The reactants are: N#Cc1ccc(Cl)cc1OCCN1CCCC1. (4) The reactants are: CS(=O)(=O)Cl.Cc1c(-c2ccc(C(N)=O)c3[nH]c4c(c23)CNCC4)cccc1-n1cnc2ccccc2c1=O. Given the product Cc1c(-c2ccc(C(N)=O)c3[nH]c4c(c23)CN(S(C)(=O)=O)CC4)cccc1-n1cnc2ccccc2c1=O, predict the reactants needed to synthesize it. (5) Given the product COCCCc1cc(C(=O)O)cc(OC)c1OC, predict the reactants needed to synthesize it. The reactants are: CI.COc1cc(C(=O)O)cc(CCCO)c1OC. (6) Given the product O=[N+]([O-])c1cnc(NCc2ccccc2OC(F)(F)F)nc1NC[C@H]1CC[C@H](Nc2ccccn2)CC1, predict the reactants needed to synthesize it. The reactants are: Fc1ccccn1.N[C@H]1CC[C@H](CNc2nc(NCc3ccccc3OC(F)(F)F)ncc2[N+](=O)[O-])CC1.